From a dataset of Catalyst prediction with 721,799 reactions and 888 catalyst types from USPTO. Predict which catalyst facilitates the given reaction. (1) Reactant: [OH-].COC(NS([N+](CC)(CC)CC)(=O)=O)=O.[NH2:17][C:18]([C:20]1[NH:21][C:22](=[O:38])[N:23]([CH:25]2[CH2:30][CH2:29][N:28]([C:31]([O:33][C:34]([CH3:37])([CH3:36])[CH3:35])=[O:32])[CH2:27][CH2:26]2)[CH:24]=1)=O.ClCCl.C(=O)(O)[O-].[Na+]. Product: [C:18]([C:20]1[NH:21][C:22](=[O:38])[N:23]([CH:25]2[CH2:26][CH2:27][N:28]([C:31]([O:33][C:34]([CH3:36])([CH3:35])[CH3:37])=[O:32])[CH2:29][CH2:30]2)[CH:24]=1)#[N:17]. The catalyst class is: 68. (2) Reactant: [Cl:1][C:2]1[CH:7]=[CH:6][CH:5]=[CH:4][C:3]=1[C:8]1[C:19]([OH:20])=[N:18][C:11]2[N:12]=[C:13](SC)[N:14]=[CH:15][C:10]=2[CH:9]=1.O[O:22][S:23]([O-:25])=O.[K+].O1CCC[CH2:28]1. Product: [Cl:1][C:2]1[CH:7]=[CH:6][CH:5]=[CH:4][C:3]=1[C:8]1[C:19]([OH:20])=[N:18][C:11]2[N:12]=[C:13]([S:23]([CH3:28])(=[O:25])=[O:22])[N:14]=[CH:15][C:10]=2[CH:9]=1. The catalyst class is: 6. (3) Reactant: [Cl:1][C:2]1[N:6]2[N:7]=[C:8](Cl)[CH:9]=[CH:10][C:5]2=[N:4][N:3]=1.[F:12][C:13]1[CH:18]=[CH:17][C:16]([S:19]([NH:22][C:23]2[C:24]([O:38][CH3:39])=[N:25][CH:26]=[C:27](B3OC(C)(C)C(C)(C)O3)[CH:28]=2)(=[O:21])=[O:20])=[CH:15][CH:14]=1.C(Cl)Cl.C([O-])([O-])=O.[Cs+].[Cs+]. Product: [Cl:1][C:2]1[N:6]2[N:7]=[C:8]([C:27]3[CH:28]=[C:23]([NH:22][S:19]([C:16]4[CH:17]=[CH:18][C:13]([F:12])=[CH:14][CH:15]=4)(=[O:20])=[O:21])[C:24]([O:38][CH3:39])=[N:25][CH:26]=3)[CH:9]=[CH:10][C:5]2=[N:4][N:3]=1. The catalyst class is: 622. (4) Product: [Cl:6][C:7]1[CH:8]=[C:9]([N:16]([CH2:24][CH:25]2[CH2:30][CH2:29][O:28][CH2:27][CH2:26]2)[C:17](=[O:23])[O:18][C:19]([CH3:21])([CH3:22])[CH3:20])[C:10]2[N:11]([C:13]([I:38])=[CH:14][N:15]=2)[N:12]=1. Reactant: CN(C=O)C.[Cl:6][C:7]1[CH:8]=[C:9]([N:16]([CH2:24][CH:25]2[CH2:30][CH2:29][O:28][CH2:27][CH2:26]2)[C:17](=[O:23])[O:18][C:19]([CH3:22])([CH3:21])[CH3:20])[C:10]2[N:11]([CH:13]=[CH:14][N:15]=2)[N:12]=1.C1C(=O)N([I:38])C(=O)C1.OS([O-])=O.[Na+]. The catalyst class is: 13. (5) Reactant: [F:1][C:2]1[CH:3]=[C:4]([CH2:9][CH:10]([NH:30][C:31](=[O:33])[CH3:32])[CH:11]([OH:29])[CH2:12][NH:13][C:14]2([C:17]3[CH:22]=[CH:21][CH:20]=[C:19]([C:23]([C:25]([F:28])([F:27])[F:26])=[CH2:24])[CH:18]=3)[CH2:16][CH2:15]2)[CH:5]=[C:6]([F:8])[CH:7]=1. Product: [F:1][C:2]1[CH:3]=[C:4]([CH:5]=[C:6]([F:8])[CH:7]=1)[CH2:9][CH:10]([NH:30][C:31](=[O:33])[CH3:32])[CH:11]([OH:29])[CH2:12][NH:13][C:14]1([C:17]2[CH:22]=[CH:21][CH:20]=[C:19]([CH:23]([CH3:24])[C:25]([F:27])([F:26])[F:28])[CH:18]=2)[CH2:15][CH2:16]1. The catalyst class is: 350.